The task is: Predict the reaction yield, written as a fraction of the theoretical maximum amount of product (1.0 means a 100% yield; for example, 0.34 means a 34% yield).. This data is from Reaction yield outcomes from USPTO patents with 853,638 reactions. The reactants are [CH3:1][O:2][C:3](=[O:16])[C:4]1[CH:9]=[C:8]([N+:10]([O-:12])=[O:11])[C:7]([NH2:13])=[C:6]([F:14])[C:5]=1F.[NH2:17][C:18]1[C:19]([CH3:24])=[CH:20][CH:21]=[CH:22][CH:23]=1. The catalyst is C(OCC)C. The product is [CH3:1][O:2][C:3](=[O:16])[C:4]1[CH:9]=[C:8]([N+:10]([O-:12])=[O:11])[C:7]([NH2:13])=[C:6]([F:14])[C:5]=1[NH:17][C:18]1[CH:23]=[CH:22][CH:21]=[CH:20][C:19]=1[CH3:24]. The yield is 0.680.